This data is from Catalyst prediction with 721,799 reactions and 888 catalyst types from USPTO. The task is: Predict which catalyst facilitates the given reaction. (1) Reactant: Br.[CH2:2]([C:4]1[N:5]=[C:6]([C@@H:9]([NH2:20])[CH2:10][C:11]2[CH:16]=[CH:15][C:14]([N+:17]([O-:19])=[O:18])=[CH:13][CH:12]=2)[S:7][CH:8]=1)[CH3:3].[CH2:21]([CH:28]([C:32]([O:34][CH2:35][CH3:36])=[O:33])[C:29](O)=[O:30])[C:22]1[CH:27]=[CH:26][CH:25]=[CH:24][CH:23]=1.ON1C2C=CC=CC=2N=N1.CN(C)CCCN=C=NCC.C(N(C(C)C)CC)(C)C. Product: [CH2:35]([O:34][C:32](=[O:33])[CH:28]([CH2:21][C:22]1[CH:27]=[CH:26][CH:25]=[CH:24][CH:23]=1)[C:29]([NH:20][C@H:9]([C:6]1[S:7][CH:8]=[C:4]([CH2:2][CH3:3])[N:5]=1)[CH2:10][C:11]1[CH:16]=[CH:15][C:14]([N+:17]([O-:19])=[O:18])=[CH:13][CH:12]=1)=[O:30])[CH3:36]. The catalyst class is: 18. (2) Reactant: [F:1][C:2]1[CH:7]=[CH:6][C:5]([F:8])=[CH:4][C:3]=1[NH:9][NH2:10].[OH-].[Na+]. Product: [F:1][C:2]1[CH:7]=[CH:6][C:5]([F:8])=[CH:4][C:3]=1[N:9]1[C:3]([NH2:9])=[CH:2][C:7]([CH3:6])=[N:10]1. The catalyst class is: 33.